This data is from Forward reaction prediction with 1.9M reactions from USPTO patents (1976-2016). The task is: Predict the product of the given reaction. (1) Given the reactants [Br:1][C:2]1[C:3]2[CH:11]=[CH:10][O:9][C:4]=2[C:5](=[O:8])[NH:6][CH:7]=1.[H-].[Na+].[CH3:14]I, predict the reaction product. The product is: [Br:1][C:2]1[C:3]2[CH:11]=[CH:10][O:9][C:4]=2[C:5](=[O:8])[N:6]([CH3:14])[CH:7]=1. (2) The product is: [CH3:27][O:28][C:1](=[O:15])[CH2:2][CH2:3][CH2:4][CH2:5][CH2:6][CH2:26][C:24]([O:23][CH3:22])=[O:25]. Given the reactants [CH:1]1CC[CH2:6][CH2:5][CH2:4][CH2:3][CH:2]=1.OOS([O-])=O.[K+].[O-:15]S([O-])=O.[Na+].[Na+].C[CH2:22][O:23][C:24]([CH3:26])=[O:25].[CH3:27][OH:28], predict the reaction product. (3) Given the reactants [CH2:1](Cl)[C:2]1[CH:7]=[CH:6][CH:5]=[CH:4][CH:3]=1.O[C:10]1[CH:11]=[C:12]([CH:17]=[CH:18][C:19]=1[I:20])[C:13]([O:15][CH3:16])=[O:14].C(=O)([O-])[O-].[K+].[K+], predict the reaction product. The product is: [CH2:1]([C:10]1[CH:11]=[C:12]([CH:17]=[CH:18][C:19]=1[I:20])[C:13]([O:15][CH3:16])=[O:14])[C:2]1[CH:7]=[CH:6][CH:5]=[CH:4][CH:3]=1. (4) Given the reactants [CH2:1]1[S:5][C@H:4]([CH2:6][OH:7])[O:3][C@@H:2]1[N:8]1[C:13](=[O:14])[N:12]=[C:11]([NH2:15])[CH:10]=[CH:9]1.[C:16]([OH:28])(=[O:27])/[CH:17]=[CH:18]/[C:19]1[CH:26]=[CH:25][C:23]([OH:24])=[C:21]([OH:22])[CH:20]=1, predict the reaction product. The product is: [CH2:1]1[S:5][C@H:4]([CH2:6][OH:7])[O:3][C@@H:2]1[N:8]1[C:13](=[O:14])[N:12]=[C:11]([NH2:15])[CH:10]=[CH:9]1.[C:16]([O-:28])(=[O:27])/[CH:17]=[CH:18]/[C:19]1[CH:26]=[CH:25][C:23]([OH:24])=[C:21]([OH:22])[CH:20]=1. (5) Given the reactants [CH2:1]([C:3]1[N:11]([CH3:12])[C:10]2[C:9](=[O:13])[NH:8][C:7](=[O:14])[N:6]([CH2:15][CH2:16][CH3:17])[C:5]=2[N:4]=1)[CH3:2].C([O-])([O-])=O.[Cs+].[Cs+].[Cl:24][C:25]1[CH:32]=[CH:31][C:28]([CH2:29]Br)=[CH:27][CH:26]=1.O, predict the reaction product. The product is: [Cl:24][C:25]1[CH:32]=[CH:31][C:28]([CH2:29][N:8]2[C:9](=[O:13])[C:10]3[N:11]([CH3:12])[C:3]([CH2:1][CH3:2])=[N:4][C:5]=3[N:6]([CH2:15][CH2:16][CH3:17])[C:7]2=[O:14])=[CH:27][CH:26]=1. (6) Given the reactants [CH3:1][O:2][C:3]([N:5]1[C@@H:13]2[C@@H:8]([C@@:9]([OH:23])([C:14]#[C:15][C:16]3[CH:17]=[C:18]([CH3:22])[CH:19]=[CH:20][CH:21]=3)[CH2:10][CH2:11][CH2:12]2)[CH2:7][CH2:6]1)=[O:4].[C:24](O)(=[O:30])[CH2:25][CH2:26][CH2:27][CH2:28][CH3:29], predict the reaction product. The product is: [CH3:1][O:2][C:3]([N:5]1[C@H:13]2[C@H:8]([C@:9]([O:23][C:24](=[O:30])[CH2:25][CH2:26][CH2:27][CH2:28][CH3:29])([C:14]#[C:15][C:16]3[CH:17]=[C:18]([CH3:22])[CH:19]=[CH:20][CH:21]=3)[CH2:10][CH2:11][CH2:12]2)[CH2:7][CH2:6]1)=[O:4]. (7) Given the reactants Br[C:2]1[CH:3]=[CH:4][C:5]([F:8])=[N:6][CH:7]=1.[B-](F)(F)(F)[C:10]([CH3:12])=[CH2:11].[K+].C(=O)([O-])[O-].[K+].[K+], predict the reaction product. The product is: [F:8][C:5]1[CH:4]=[CH:3][C:2]([C:10]([CH3:12])=[CH2:11])=[CH:7][N:6]=1.